From a dataset of Reaction yield outcomes from USPTO patents with 853,638 reactions. Predict the reaction yield, written as a fraction of the theoretical maximum amount of product (1.0 means a 100% yield; for example, 0.34 means a 34% yield). (1) The reactants are [NH2:1][C:2]1[CH:10]=[C:9]([F:11])[CH:8]=[CH:7][C:3]=1[C:4]([OH:6])=[O:5].S(Cl)(Cl)=O.[CH2:16](O)[CH3:17]. No catalyst specified. The product is [NH2:1][C:2]1[CH:10]=[C:9]([F:11])[CH:8]=[CH:7][C:3]=1[C:4]([O:6][CH2:16][CH3:17])=[O:5]. The yield is 0.940. (2) The reactants are Cl.[CH3:2][O:3][C:4](=[O:27])[C@H:5]([CH2:7][C:8]1[CH:13]=[CH:12][C:11]([C:14]2[C:15](=[O:26])[N:16]([CH3:25])[C:17]([CH3:24])=[CH:18][C:19]=2[C:20]([F:23])([F:22])[F:21])=[CH:10][CH:9]=1)[NH2:6].[Cl:28][C:29]1[CH:37]=[CH:36][CH:35]=[C:34]([Cl:38])[C:30]=1[C:31](Cl)=[O:32].CCN(C(C)C)C(C)C. The catalyst is ClCCl. The product is [CH3:2][O:3][C:4](=[O:27])[C@H:5]([CH2:7][C:8]1[CH:9]=[CH:10][C:11]([C:14]2[C:15](=[O:26])[N:16]([CH3:25])[C:17]([CH3:24])=[CH:18][C:19]=2[C:20]([F:21])([F:22])[F:23])=[CH:12][CH:13]=1)[NH:6][C:31]([C:30]1[C:29]([Cl:28])=[CH:37][CH:36]=[CH:35][C:34]=1[Cl:38])=[O:32]. The yield is 0.950. (3) The reactants are [S:1]1[CH:5]=[CH:4][CH:3]=[C:2]1[CH2:6][NH:7][C:8]([C:10]1[N:11]=[C:12]2[C:17]([C:18]([F:21])([F:20])[F:19])=[CH:16][C:15](Br)=[CH:14][N:13]2[C:23]=1[Cl:24])=[O:9].[CH3:25][N:26](C=O)C. The catalyst is [C-]#N.[Zn+2].[C-]#N.C1C=CC([P]([Pd]([P](C2C=CC=CC=2)(C2C=CC=CC=2)C2C=CC=CC=2)([P](C2C=CC=CC=2)(C2C=CC=CC=2)C2C=CC=CC=2)[P](C2C=CC=CC=2)(C2C=CC=CC=2)C2C=CC=CC=2)(C2C=CC=CC=2)C2C=CC=CC=2)=CC=1. The product is [S:1]1[CH:5]=[CH:4][CH:3]=[C:2]1[CH2:6][NH:7][C:8]([C:10]1[N:11]=[C:12]2[C:17]([C:18]([F:21])([F:20])[F:19])=[CH:16][C:15]([C:25]#[N:26])=[CH:14][N:13]2[C:23]=1[Cl:24])=[O:9]. The yield is 0.150. (4) The reactants are [OH:1][C:2]1[CH:3]=[C:4]2[C:8](=[CH:9][CH:10]=1)[NH:7][CH:6]=[CH:5]2.C(=O)([O-])[O-].[K+].[K+].[CH:17](I)([CH3:19])[CH3:18]. The catalyst is C(#N)C. The product is [CH:17]([O:1][C:2]1[CH:3]=[C:4]2[C:8](=[CH:9][CH:10]=1)[NH:7][CH:6]=[CH:5]2)([CH3:19])[CH3:18]. The yield is 0.830. (5) The reactants are N[C:2]1[CH:7]=[CH:6][C:5]([C:8]2[NH:25][C:11]3[CH:12]=[N:13][C:14]([NH:16][C:17]([C:19]4[CH:24]=[CH:23][CH:22]=[CH:21][N:20]=4)=[O:18])=[CH:15][C:10]=3[N:9]=2)=[CH:4][CH:3]=1.[CH:26]1([C:32](Cl)=[O:33])[CH2:31][CH2:30][CH2:29][CH2:28][CH2:27]1. The catalyst is C1COCC1.N1C=CC=CC=1. The product is [CH:26]1([C:32]([C:2]2[CH:7]=[CH:6][C:5]([C:8]3[NH:25][C:11]4[CH:12]=[N:13][C:14]([NH:16][C:17]([C:19]5[CH:24]=[CH:23][CH:22]=[CH:21][N:20]=5)=[O:18])=[CH:15][C:10]=4[N:9]=3)=[CH:4][CH:3]=2)=[O:33])[CH2:31][CH2:30][CH2:29][CH2:28][CH2:27]1. The yield is 0.470.